From a dataset of Blood-brain barrier permeability classification from the B3DB database. Regression/Classification. Given a drug SMILES string, predict its absorption, distribution, metabolism, or excretion properties. Task type varies by dataset: regression for continuous measurements (e.g., permeability, clearance, half-life) or binary classification for categorical outcomes (e.g., BBB penetration, CYP inhibition). Dataset: b3db_classification. (1) The compound is CNC1=CN(O)C(c2ccccc2)=c2cc(Cl)ccc2=N1. The result is 1 (penetrates BBB). (2) The result is 1 (penetrates BBB). The molecule is CCO[C@H]1c2ccccc2C(=O)N(C)c2ccccc21.